Predict the product of the given reaction. From a dataset of Forward reaction prediction with 1.9M reactions from USPTO patents (1976-2016). (1) Given the reactants [OH-].[Na+].[CH:3]1([C:9]2[C:17]3[C:12](=[CH:13][C:14]([C:18]([O:20]C)=[O:19])=[CH:15][CH:16]=3)[N:11]([CH3:22])[C:10]=2[C:23]2[CH:28]=[CH:27][CH:26]=[CH:25][C:24]=2[O:29][CH2:30][C:31]([N:33]([CH3:45])[CH2:34][CH2:35][O:36][CH2:37][CH2:38][N:39]([CH3:44])[S:40](=[O:43])(=[O:42])[NH2:41])=[O:32])[CH2:8][CH2:7][CH2:6][CH2:5][CH2:4]1, predict the reaction product. The product is: [CH:3]1([C:9]2[C:17]3[C:12](=[CH:13][C:14]([C:18]([OH:20])=[O:19])=[CH:15][CH:16]=3)[N:11]([CH3:22])[C:10]=2[C:23]2[CH:28]=[CH:27][CH:26]=[CH:25][C:24]=2[O:29][CH2:30][C:31]([N:33]([CH3:45])[CH2:34][CH2:35][O:36][CH2:37][CH2:38][N:39]([CH3:44])[S:40](=[O:42])(=[O:43])[NH2:41])=[O:32])[CH2:4][CH2:5][CH2:6][CH2:7][CH2:8]1. (2) Given the reactants [F:1][C:2]1[C:7]([F:8])=[C:6]([NH:9][C:10]2[CH:15]=[CH:14][C:13]([I:16])=[CH:12][C:11]=2[F:17])[C:5]([NH2:18])=[CH:4][CH:3]=1.[Br:19][C:20]1[C:21]([S:25](Cl)(=[O:27])=[O:26])=[CH:22][S:23][CH:24]=1, predict the reaction product. The product is: [Br:19][C:20]1[C:21]([S:25]([NH:18][C:5]2[CH:4]=[CH:3][C:2]([F:1])=[C:7]([F:8])[C:6]=2[NH:9][C:10]2[CH:15]=[CH:14][C:13]([I:16])=[CH:12][C:11]=2[F:17])(=[O:27])=[O:26])=[CH:22][S:23][CH:24]=1. (3) Given the reactants [Cl:1][C:2]1[CH:7]=[CH:6][CH:5]=[C:4]([CH3:8])[C:3]=1[S:9]([N:12]1[CH2:17][CH2:16][N:15]2[CH:18]=[CH:19][CH:20]=[C:14]2[CH:13]1[C:21](OCC)=[O:22])(=[O:11])=[O:10], predict the reaction product. The product is: [Cl:1][C:2]1[CH:7]=[CH:6][CH:5]=[C:4]([CH3:8])[C:3]=1[S:9]([N:12]1[CH2:17][CH2:16][N:15]2[CH:18]=[CH:19][CH:20]=[C:14]2[CH:13]1[CH2:21][OH:22])(=[O:11])=[O:10]. (4) Given the reactants [CH3:1][O:2][C:3]1[CH:23]=[CH:22][C:6]([CH2:7][N:8]2[CH:12]=[C:11](B3OC(C)(C)C(C)(C)O3)[CH:10]=[N:9]2)=[CH:5][CH:4]=1.Br[C:25]1[CH:31]=[CH:30][C:28]([NH2:29])=[C:27]([CH2:32][CH3:33])[CH:26]=1.C(=O)([O-])[O-].[Cs+].[Cs+], predict the reaction product. The product is: [CH2:32]([C:27]1[CH:26]=[C:25]([C:11]2[CH:10]=[N:9][N:8]([CH2:7][C:6]3[CH:5]=[CH:4][C:3]([O:2][CH3:1])=[CH:23][CH:22]=3)[CH:12]=2)[CH:31]=[CH:30][C:28]=1[NH2:29])[CH3:33]. (5) Given the reactants [CH3:1][C:2]1[CH:3]=[C:4]([CH:7]=[CH:8][C:9]=1[CH3:10])[CH:5]=O.C([O-])(=O)C.[NH4+].[N+:16]([CH3:19])([O-:18])=[O:17].C(OC(=O)C)(=O)C, predict the reaction product. The product is: [CH3:1][C:2]1[CH:3]=[C:4](/[CH:5]=[CH:19]/[N+:16]([O-:18])=[O:17])[CH:7]=[CH:8][C:9]=1[CH3:10].